From a dataset of Catalyst prediction with 721,799 reactions and 888 catalyst types from USPTO. Predict which catalyst facilitates the given reaction. (1) Reactant: [Br:1][CH2:2][C:3](Br)=[O:4].[NH2:6][CH2:7][CH2:8][S:9][C:10]([C:23]1[CH:28]=[CH:27][CH:26]=[CH:25][CH:24]=1)([C:17]1[CH:22]=[CH:21][CH:20]=[CH:19][CH:18]=1)[C:11]1[CH:16]=[CH:15][CH:14]=[CH:13][CH:12]=1.CCN(C(C)C)C(C)C.CC(O)=O. Product: [Br:1][CH2:2][C:3]([NH:6][CH2:7][CH2:8][S:9][C:10]([C:17]1[CH:22]=[CH:21][CH:20]=[CH:19][CH:18]=1)([C:11]1[CH:12]=[CH:13][CH:14]=[CH:15][CH:16]=1)[C:23]1[CH:28]=[CH:27][CH:26]=[CH:25][CH:24]=1)=[O:4]. The catalyst class is: 2. (2) Reactant: FC(F)(F)S([O-])(=O)=O.[CH2:9]([C@H:16]1[C@H:24]([CH3:25])[O:23][C:22](=[O:26])[C@@H:21]([NH3+:27])[CH2:20][O:19][CH2:18][C@@H:17]1[O:28][CH2:29][O:30][CH2:31][C:32]1[CH:37]=[CH:36][CH:35]=[CH:34][CH:33]=1)[C:10]1[CH:15]=[CH:14][CH:13]=[CH:12][CH:11]=1.[OH:38][C:39]1[C:40]([C:47](O)=[O:48])=[N:41][CH:42]=[CH:43][C:44]=1[O:45][CH3:46].C(N(C(C)C)C(C)C)C.C1CN([P+](ON2N=NC3C=CC=CC2=3)(N2CCCC2)N2CCCC2)CC1.F[P-](F)(F)(F)(F)F. Product: [CH2:9]([C@H:16]1[C@H:24]([CH3:25])[O:23][C:22](=[O:26])[C@@H:21]([NH:27][C:47](=[O:48])[C:40]2[C:39]([OH:38])=[C:44]([O:45][CH3:46])[CH:43]=[CH:42][N:41]=2)[CH2:20][O:19][CH2:18][C@@H:17]1[O:28][CH2:29][O:30][CH2:31][C:32]1[CH:33]=[CH:34][CH:35]=[CH:36][CH:37]=1)[C:10]1[CH:11]=[CH:12][CH:13]=[CH:14][CH:15]=1. The catalyst class is: 2.